From a dataset of Full USPTO retrosynthesis dataset with 1.9M reactions from patents (1976-2016). Predict the reactants needed to synthesize the given product. (1) Given the product [Br:2][C:3]1[CH:4]=[C:5]2[C:9](=[CH:10][CH:11]=1)[CH2:8][CH:7]([NH:12][S:23]([CH:26]([CH3:28])[CH3:27])(=[O:25])=[O:24])[CH2:6]2, predict the reactants needed to synthesize it. The reactants are: Br.[Br:2][C:3]1[CH:4]=[C:5]2[C:9](=[CH:10][CH:11]=1)[CH2:8][CH:7]([NH2:12])[CH2:6]2.C1C2C(=CC=CC=2)CC1N[S:23]([CH:26]([CH3:28])[CH3:27])(=[O:25])=[O:24]. (2) Given the product [CH:8]([C:7]1[C:2]([OH:22])=[N:3][C:4]([O:13][CH3:14])=[N:5][C:6]=1[O:11][CH3:12])([CH3:10])[CH3:9], predict the reactants needed to synthesize it. The reactants are: Cl[C:2]1[C:7]([CH:8]([CH3:10])[CH3:9])=[C:6]([O:11][CH3:12])[N:5]=[C:4]([O:13][CH3:14])[N:3]=1.C([OH:22])C1C=CC=CC=1.[H-].[Na+]. (3) Given the product [N:12]1([CH2:16][CH2:17][N:18]2[CH:22]=[C:21]([C:35]3[CH:34]=[CH:33][CH:38]=[C:37]([Cl:11])[N:36]=3)[N:20]=[C:19]2[CH:33]2[CH2:38][CH2:37][N:36]([C:2]3[N:7]=[CH:6][N:5]=[C:4]([NH2:8])[C:3]=3[CH2:9][CH3:10])[CH2:35][CH2:34]2)[CH2:13][CH2:14][CH2:15]1, predict the reactants needed to synthesize it. The reactants are: Cl[C:2]1[N:7]=[CH:6][N:5]=[C:4]([NH2:8])[C:3]=1[CH2:9][CH3:10].[ClH:11].[N:12]1([CH2:16][CH2:17][N:18]2[CH:22]=[C:21](C3C=CN=C(C(F)(F)F)C=3)[N:20]=[C:19]2[CH:33]2[CH2:38][CH2:37][NH:36][CH2:35][CH2:34]2)[CH2:15][CH2:14][CH2:13]1.C([O-])([O-])=O.[Cs+].[Cs+]. (4) Given the product [CH3:33][CH:34]([CH3:37])[C:35]#[C:36][C:2]1[CH:23]=[CH:22][C:5]([C:6]([NH:8][S:9]([C:12]2[CH:17]=[CH:16][CH:15]=[CH:14][C:13]=2[S:18](=[O:21])(=[O:20])[NH2:19])(=[O:11])=[O:10])=[O:7])=[CH:4][C:3]=1[O:24][CH2:25][CH2:26][O:27][CH2:28][C:29]([F:32])([F:31])[F:30], predict the reactants needed to synthesize it. The reactants are: Br[C:2]1[CH:23]=[CH:22][C:5]([C:6]([NH:8][S:9]([C:12]2[CH:17]=[CH:16][CH:15]=[CH:14][C:13]=2[S:18](=[O:21])(=[O:20])[NH2:19])(=[O:11])=[O:10])=[O:7])=[CH:4][C:3]=1[O:24][CH2:25][CH2:26][O:27][CH2:28][C:29]([F:32])([F:31])[F:30].[CH3:33][CH:34]([CH3:37])[C:35]#[CH:36]. (5) Given the product [CH2:1]([N:8]1[CH2:12][C@@H:11]([N:13]([CH2:34][C:33]2[CH:36]=[CH:37][CH:38]=[CH:39][C:32]=2[Cl:31])[CH3:14])[CH2:10][C@H:9]1[C:15]([N:17]1[CH2:22][CH2:21][N:20]([C:23]2[CH:30]=[CH:29][CH:28]=[CH:27][C:24]=2[C:25]#[N:26])[CH2:19][CH2:18]1)=[O:16])[C:2]1[CH:7]=[CH:6][CH:5]=[CH:4][CH:3]=1, predict the reactants needed to synthesize it. The reactants are: [CH2:1]([N:8]1[CH2:12][CH:11]([NH:13][CH3:14])[CH2:10][CH:9]1[C:15]([N:17]1[CH2:22][CH2:21][N:20]([C:23]2[CH:30]=[CH:29][CH:28]=[CH:27][C:24]=2[C:25]#[N:26])[CH2:19][CH2:18]1)=[O:16])[C:2]1[CH:7]=[CH:6][CH:5]=[CH:4][CH:3]=1.[Cl:31][C:32]1[CH:39]=[CH:38][CH:37]=[CH:36][C:33]=1[CH:34]=O.